This data is from NCI-60 drug combinations with 297,098 pairs across 59 cell lines. The task is: Regression. Given two drug SMILES strings and cell line genomic features, predict the synergy score measuring deviation from expected non-interaction effect. (1) Drug 1: C1=CC(=C2C(=C1NCCNCCO)C(=O)C3=C(C=CC(=C3C2=O)O)O)NCCNCCO. Drug 2: CC(C1=C(C=CC(=C1Cl)F)Cl)OC2=C(N=CC(=C2)C3=CN(N=C3)C4CCNCC4)N. Cell line: KM12. Synergy scores: CSS=51.5, Synergy_ZIP=0.211, Synergy_Bliss=-1.26, Synergy_Loewe=2.51, Synergy_HSA=4.75. (2) Synergy scores: CSS=9.93, Synergy_ZIP=-4.55, Synergy_Bliss=0.755, Synergy_Loewe=-5.35, Synergy_HSA=2.16. Cell line: MCF7. Drug 2: C1=CC=C(C=C1)NC(=O)CCCCCCC(=O)NO. Drug 1: C1CC(=O)NC(=O)C1N2CC3=C(C2=O)C=CC=C3N. (3) Drug 2: CC1OCC2C(O1)C(C(C(O2)OC3C4COC(=O)C4C(C5=CC6=C(C=C35)OCO6)C7=CC(=C(C(=C7)OC)O)OC)O)O. Drug 1: C1CCN(CC1)CCOC2=CC=C(C=C2)C(=O)C3=C(SC4=C3C=CC(=C4)O)C5=CC=C(C=C5)O. Cell line: SNB-19. Synergy scores: CSS=47.2, Synergy_ZIP=0.748, Synergy_Bliss=-2.40, Synergy_Loewe=-11.8, Synergy_HSA=-2.02. (4) Drug 1: C1CCC(C1)C(CC#N)N2C=C(C=N2)C3=C4C=CNC4=NC=N3. Drug 2: CN(C(=O)NC(C=O)C(C(C(CO)O)O)O)N=O. Cell line: UACC-257. Synergy scores: CSS=-7.61, Synergy_ZIP=0.389, Synergy_Bliss=-9.30, Synergy_Loewe=-11.2, Synergy_HSA=-11.8.